From a dataset of Catalyst prediction with 721,799 reactions and 888 catalyst types from USPTO. Predict which catalyst facilitates the given reaction. (1) Reactant: C(O)C.[CH2:4]([N:6]([CH2:32][CH3:33])[C:7](=[O:31])[CH:8]([N:15]1[CH2:20][CH2:19][N:18]([C:21]2[CH:26]=[CH:25][C:24]([N+:27]([O-])=O)=[CH:23][C:22]=2[F:30])[CH2:17][CH2:16]1)[C:9]1[CH:14]=[CH:13][CH:12]=[CH:11][CH:10]=1)[CH3:5].O.O.Cl[Sn]Cl.C(=O)([O-])[O-].[Na+].[Na+]. Product: [NH2:27][C:24]1[CH:25]=[CH:26][C:21]([N:18]2[CH2:19][CH2:20][N:15]([CH:8]([C:9]3[CH:10]=[CH:11][CH:12]=[CH:13][CH:14]=3)[C:7]([N:6]([CH2:4][CH3:5])[CH2:32][CH3:33])=[O:31])[CH2:16][CH2:17]2)=[C:22]([F:30])[CH:23]=1. The catalyst class is: 25. (2) Reactant: [C:1]([OH:8])(=[O:7])[CH2:2][CH2:3][C:4]([OH:6])=[O:5].[NH3:9]. Product: [C:1]([OH:8])(=[O:7])[CH2:2][CH2:3][C:4]([OH:6])=[O:5].[NH3:9].[CH3:4][OH:5]. The catalyst class is: 5.